This data is from Full USPTO retrosynthesis dataset with 1.9M reactions from patents (1976-2016). The task is: Predict the reactants needed to synthesize the given product. (1) Given the product [NH2:27][CH:9]1[CH:8]([CH2:1][C:2]2[CH:3]=[CH:4][CH:5]=[CH:6][CH:7]=2)[C:17]2[CH:16]=[C:15]([CH2:18][NH:19][S:20]([CH:23]3[CH2:25][CH2:26][CH2:24]3)(=[O:22])=[O:21])[CH:14]=[CH:13][C:12]=2[CH2:11][CH2:10]1, predict the reactants needed to synthesize it. The reactants are: [CH2:1]([CH:8]1[C:17]2[C:12](=[CH:13][CH:14]=[C:15]([CH2:18][NH:19][S:20]([CH2:23][CH:24]3[CH2:26][CH2:25]3)(=[O:22])=[O:21])[CH:16]=2)[CH2:11][CH2:10][CH:9]1[NH:27]C(=O)OC(C)(C)C)[C:2]1[CH:7]=[CH:6][CH:5]=[CH:4][CH:3]=1.FC(F)(F)C(O)=O. (2) The reactants are: [CH2:1]([O:8][C:9]1[CH:14]=[CH:13][C:12]([Cl:15])=[CH:11][C:10]=1B(O)O)[C:2]1[CH:7]=[CH:6][CH:5]=[CH:4][CH:3]=1.[C:19]([C:21]1[CH:22]=[C:23]([CH:26]=[CH:27][CH:28]=1)[CH2:24]Br)#[N:20].C(=O)([O-])[O-].[Na+].[Na+]. Given the product [CH2:1]([O:8][C:9]1[CH:14]=[CH:13][C:12]([Cl:15])=[CH:11][C:10]=1[CH2:24][C:23]1[CH:22]=[C:21]([CH:28]=[CH:27][CH:26]=1)[C:19]#[N:20])[C:2]1[CH:7]=[CH:6][CH:5]=[CH:4][CH:3]=1, predict the reactants needed to synthesize it. (3) Given the product [C:1]([C:5]1[CH:6]=[CH:7][C:8]([S:11]([N:14]([C:15]2[CH:20]=[CH:19][CH:18]=[C:17]([N:21]([CH3:22])[CH3:23])[CH:16]=2)[CH2:24][C:25]([N:30]([CH2:31][C:32]2[CH:33]=[CH:34][CH:35]=[C:36]([N:38]([CH3:39])[CH3:40])[N:37]=2)[CH2:28][CH3:29])=[O:27])(=[O:12])=[O:13])=[CH:9][CH:10]=1)([CH3:4])([CH3:3])[CH3:2], predict the reactants needed to synthesize it. The reactants are: [C:1]([C:5]1[CH:10]=[CH:9][C:8]([S:11]([N:14]([CH2:24][C:25]([OH:27])=O)[C:15]2[CH:20]=[CH:19][CH:18]=[C:17]([N:21]([CH3:23])[CH3:22])[CH:16]=2)(=[O:13])=[O:12])=[CH:7][CH:6]=1)([CH3:4])([CH3:3])[CH3:2].[CH2:28]([NH:30][CH2:31][C:32]1[N:37]=[C:36]([N:38]([CH3:40])[CH3:39])[CH:35]=[CH:34][CH:33]=1)[CH3:29]. (4) Given the product [CH2:8]([O:6][CH2:5][CH2:4][CH2:3][OH:7])[CH2:9][CH:10]([CH2:12][CH2:13][CH2:14][CH:15]([CH2:17][CH2:18][CH2:19][CH:20]([CH2:22][CH2:23][CH2:24][CH:25]([CH3:26])[CH3:27])[CH3:21])[CH3:16])[CH3:11], predict the reactants needed to synthesize it. The reactants are: [H-].[Na+].[CH2:3]([OH:7])[CH2:4][CH2:5][OH:6].[CH2:8](CS([O-])(=O)=O)[CH2:9][CH:10]([CH2:12][CH2:13][CH2:14][CH:15]([CH2:17][CH2:18][CH2:19][CH:20]([CH2:22][CH2:23][CH2:24][CH:25]([CH3:27])[CH3:26])[CH3:21])[CH3:16])[CH3:11]. (5) Given the product [C:1]([O:5][C:6](=[O:18])[NH:7][C:8]1[CH:13]=[CH:12][C:11]([CH:14]2[CH2:16][CH2:15]2)=[CH:10][C:9]=1[NH:17][C:32](=[O:33])[CH2:31][C:30]([C:26]1[CH:27]=[CH:28][CH:29]=[C:24]([N:19]2[CH:23]=[CH:22][N:21]=[CH:20]2)[CH:25]=1)=[O:35])([CH3:4])([CH3:2])[CH3:3], predict the reactants needed to synthesize it. The reactants are: [C:1]([O:5][C:6](=[O:18])[NH:7][C:8]1[CH:13]=[CH:12][C:11]([CH:14]2[CH2:16][CH2:15]2)=[CH:10][C:9]=1[NH2:17])([CH3:4])([CH3:3])[CH3:2].[N:19]1([C:24]2[CH:25]=[C:26]([C:30]3[O:35]C(C)(C)[O:33][C:32](=O)[CH:31]=3)[CH:27]=[CH:28][CH:29]=2)[CH:23]=[CH:22][N:21]=[CH:20]1. (6) Given the product [S:2]1[C:6]2[CH:7]=[CH:8][CH:9]=[CH:10][C:5]=2[N:4]=[C:3]1[CH2:11][O:12][C:13]1[CH:18]=[CH:17][C:16]2[N:19]([CH2:20][C:21]3[CH:22]=[CH:23][C:24]([Br:27])=[CH:25][CH:26]=3)[C:31]([C@H:32]3[CH2:33][CH2:34][CH2:35][CH2:36][C@H:37]3[C:29]([OH:39])=[O:30])=[N:28][C:15]=2[CH:14]=1, predict the reactants needed to synthesize it. The reactants are: Cl.[S:2]1[C:6]2[CH:7]=[CH:8][CH:9]=[CH:10][C:5]=2[N:4]=[C:3]1[CH2:11][O:12][C:13]1[CH:14]=[C:15]([NH2:28])[C:16]([NH:19][CH2:20][C:21]2[CH:26]=[CH:25][C:24]([Br:27])=[CH:23][CH:22]=2)=[CH:17][CH:18]=1.[C:29]1(=[O:39])[C@@H:37]2[C@@H:32]([CH2:33][CH2:34][CH2:35][CH2:36]2)[C:31](=O)[O:30]1.CCN(C(C)C)C(C)C.Cl. (7) Given the product [CH3:1][O:2][C:3]([C:5]1[CH:6]=[C:7]2[C:12](=[CH:13][CH:14]=1)[NH:11][CH:10]([C:15]1[CH:20]=[CH:19][CH:18]=[C:17]([N:26]3[CH2:31][CH2:30][O:29][CH2:28][CH2:27]3)[CH:16]=1)[CH2:9][C:8]12[CH2:25][CH2:24][CH2:23][CH2:22]1)=[O:4], predict the reactants needed to synthesize it. The reactants are: [CH3:1][O:2][C:3]([C:5]1[CH:6]=[C:7]2[C:12](=[CH:13][CH:14]=1)[NH:11][CH:10]([C:15]1[CH:20]=[CH:19][CH:18]=[C:17](Br)[CH:16]=1)[CH2:9][C:8]12[CH2:25][CH2:24][CH2:23][CH2:22]1)=[O:4].[NH:26]1[CH2:31][CH2:30][O:29][CH2:28][CH2:27]1.Cl.CN(C)CC(O)=O.C(=O)([O-])[O-].[K+].[K+]. (8) Given the product [O:13]=[C:14]1[CH:19]=[CH:18][CH:17]=[CH:16][N:15]1[C:8]1[CH:9]=[CH:10][C:5]([C:4]([O:3][CH2:1][CH3:2])=[O:12])=[CH:6][CH:7]=1, predict the reactants needed to synthesize it. The reactants are: [CH2:1]([O:3][C:4](=[O:12])[C:5]1[CH:10]=[CH:9][C:8](Br)=[CH:7][CH:6]=1)[CH3:2].[OH:13][C:14]1[CH:19]=[CH:18][CH:17]=[CH:16][N:15]=1.C(=O)([O-])[O-].[K+].[K+]. (9) The reactants are: [C:1]([C:4]1[CH:9]=[CH:8][N:7]2[C:10]([C:13]3[CH:14]=[CH:15][C:16]([F:27])=[C:17]([C:19]4[C:20]([C:25]#[N:26])=[CH:21][CH:22]=[CH:23][CH:24]=4)[CH:18]=3)=[CH:11][N:12]=[C:6]2[N:5]=1)(=O)[CH3:2].[Br-].[Br-].[Br-].[NH+]1C=CC=CC=1.[NH+]1C=CC=CC=1.[NH+]1C=CC=CC=1.[C:49]([NH2:52])(=[S:51])[CH3:50].C(OCC)C. Given the product [F:27][C:16]1[CH:15]=[CH:14][C:13]([C:10]2[N:7]3[CH:8]=[CH:9][C:4]([C:1]4[S:51][C:49]([CH3:50])=[N:52][CH:2]=4)=[N:5][C:6]3=[N:12][CH:11]=2)=[CH:18][C:17]=1[C:19]1[C:20]([C:25]#[N:26])=[CH:21][CH:22]=[CH:23][CH:24]=1, predict the reactants needed to synthesize it. (10) Given the product [Cl:12][C:5]1[C:6]([C:8]([F:9])([F:11])[F:10])=[CH:7][C:2]2[N:1]=[C:23]([CH2:24][CH3:25])[N:13]([C:14]3[N:19]=[CH:18][C:17]([CH2:34][CH2:33][O:32][C:28](=[O:31])[CH2:29][CH3:30])=[CH:16][CH:15]=3)[C:3]=2[CH:4]=1, predict the reactants needed to synthesize it. The reactants are: [NH2:1][C:2]1[CH:7]=[C:6]([C:8]([F:11])([F:10])[F:9])[C:5]([Cl:12])=[CH:4][C:3]=1[NH:13][C:14]1[N:19]=[CH:18][C:17](C(O)C)=[CH:16][CH:15]=1.[C:23](O)(=O)[CH2:24][CH3:25].[C:28]([O:32][C:33](=O)[CH2:34]C)(=[O:31])[CH2:29][CH3:30].